Dataset: Full USPTO retrosynthesis dataset with 1.9M reactions from patents (1976-2016). Task: Predict the reactants needed to synthesize the given product. (1) Given the product [C:1]([C:5]1[N:6]=[C:7]([NH:10][C:11]2[N:12]=[C:13]([NH2:14])[NH:18][N:17]=2)[S:8][CH:9]=1)([CH3:4])([CH3:3])[CH3:2], predict the reactants needed to synthesize it. The reactants are: [C:1]([C:5]1[N:6]=[C:7]([NH:10]/[C:11](/SC)=[N:12]/[C:13]#[N:14])[S:8][CH:9]=1)([CH3:4])([CH3:3])[CH3:2].[NH2:17][NH2:18]. (2) Given the product [CH2:17]([N:24]=[CH:13][C:12]1[C:7]([NH:6][CH:1]2[CH2:5][CH2:4][CH2:3][CH2:2]2)=[N:8][C:9]([S:15][CH3:16])=[N:10][CH:11]=1)[C:18]1[CH:23]=[CH:22][CH:21]=[CH:20][CH:19]=1, predict the reactants needed to synthesize it. The reactants are: [CH:1]1([NH:6][C:7]2[C:12]([CH:13]=O)=[CH:11][N:10]=[C:9]([S:15][CH3:16])[N:8]=2)[CH2:5][CH2:4][CH2:3][CH2:2]1.[CH2:17]([NH2:24])[C:18]1[CH:23]=[CH:22][CH:21]=[CH:20][CH:19]=1.